Dataset: Forward reaction prediction with 1.9M reactions from USPTO patents (1976-2016). Task: Predict the product of the given reaction. (1) Given the reactants C[O:2][C:3]([C:5]1[CH:10]=[CH:9][C:8]([C:11]2[N:34]=[C:14]3[N:15]=[CH:16][CH:17]=[C:18]([C:19]4[CH:24]=[CH:23][C:22]([O:25][CH:26]([F:28])[F:27])=[C:21]([O:29][CH2:30][CH:31]5[CH2:33][CH2:32]5)[CH:20]=4)[N:13]3[N:12]=2)=[CH:7][N:6]=1)=[O:4].[Li+].[OH-].Cl, predict the reaction product. The product is: [CH:31]1([CH2:30][O:29][C:21]2[CH:20]=[C:19]([C:18]3[N:13]4[N:12]=[C:11]([C:8]5[CH:9]=[CH:10][C:5]([C:3]([OH:4])=[O:2])=[N:6][CH:7]=5)[N:34]=[C:14]4[N:15]=[CH:16][CH:17]=3)[CH:24]=[CH:23][C:22]=2[O:25][CH:26]([F:27])[F:28])[CH2:33][CH2:32]1. (2) Given the reactants [F:1][CH:2]([F:32])[N:3]1[C:8](=[O:9])[CH:7]=[CH:6][C:5]([N:10]2[CH:14]=[CH:13][C:12]([N:15]3[CH2:20][CH2:19][O:18][C@@:17]([C@@H:22]([OH:30])[C:23]([O:25]C(C)(C)C)=[O:24])([CH3:21])[C:16]3=[O:31])=[N:11]2)=[CH:4]1, predict the reaction product. The product is: [F:32][CH:2]([F:1])[N:3]1[C:8](=[O:9])[CH:7]=[CH:6][C:5]([N:10]2[CH:14]=[CH:13][C:12]([N:15]3[CH2:20][CH2:19][O:18][C@@:17]([C@@H:22]([OH:30])[C:23]([OH:25])=[O:24])([CH3:21])[C:16]3=[O:31])=[N:11]2)=[CH:4]1. (3) Given the reactants [CH3:1][O:2][C:3]1[N:8]=[CH:7][C:6]([CH2:9][C:10]#[N:11])=[CH:5][CH:4]=1.[C:12](#N)[CH3:13].[C:15]([O:19][CH2:20][CH3:21])(=[O:18])[CH:16]=[CH2:17].[Cl-].[NH4+], predict the reaction product. The product is: [C:10]([C:9]([C:6]1[CH:7]=[N:8][C:3]([O:2][CH3:1])=[CH:4][CH:5]=1)([CH2:17][CH2:16][C:15]([O:19][CH2:12][CH3:13])=[O:18])[CH2:17][CH2:16][C:15]([O:19][CH2:20][CH3:21])=[O:18])#[N:11]. (4) Given the reactants [F:1][C:2]1[CH:3]=[C:4]([C:13]2[CH:14]=[C:15]([C:26]3[CH:31]=[CH:30][C:29]([O:32][CH2:33][CH2:34][O:35]COCCOC)=[CH:28][CH:27]=3)[CH:16]=[C:17]([O:19]COCCOC)[CH:18]=2)[CH:5]=[CH:6][C:7]=1[O:8][CH2:9][CH2:10][CH2:11][OH:12].Cl, predict the reaction product. The product is: [F:1][C:2]1[CH:3]=[C:4]([C:13]2[CH:14]=[C:15]([C:26]3[CH:31]=[CH:30][C:29]([O:32][CH2:33][CH2:34][OH:35])=[CH:28][CH:27]=3)[CH:16]=[C:17]([OH:19])[CH:18]=2)[CH:5]=[CH:6][C:7]=1[O:8][CH2:9][CH2:10][CH2:11][OH:12]. (5) Given the reactants [CH3:1][C:2]1[C:6]([S:7](Cl)(=[O:9])=[O:8])=[C:5]([CH3:11])[NH:4][N:3]=1.[F:12][C:13]1[CH:18]=[CH:17][C:16]([N:19]2[C:27]3[C:22](=[C:23]([O:28][CH2:29][C@@H:30]([NH2:32])[CH3:31])[CH:24]=[CH:25][CH:26]=3)[CH:21]=[N:20]2)=[CH:15][CH:14]=1.CCN(C(C)C)C(C)C, predict the reaction product. The product is: [F:12][C:13]1[CH:14]=[CH:15][C:16]([N:19]2[C:27]3[C:22](=[C:23]([O:28][CH2:29][C@@H:30]([NH:32][S:7]([C:6]4[C:5]([CH3:11])=[N:4][NH:3][C:2]=4[CH3:1])(=[O:9])=[O:8])[CH3:31])[CH:24]=[CH:25][CH:26]=3)[CH:21]=[N:20]2)=[CH:17][CH:18]=1. (6) The product is: [Br:45][CH2:2][CH2:3][CH2:4][CH2:5][CH2:6][C:7]1[C:13]2[CH:14]=[CH:15][C:16]([OH:18])=[CH:17][C:12]=2[CH2:11][CH2:10][CH2:9][C:8]=1[C:19]1[CH:20]=[N:21][CH:22]=[CH:23][CH:24]=1. Given the reactants O[CH2:2][CH2:3][CH2:4][CH2:5][CH2:6][C:7]1[C:13]2[CH:14]=[CH:15][C:16]([OH:18])=[CH:17][C:12]=2[CH2:11][CH2:10][CH2:9][C:8]=1[C:19]1[CH:20]=[N:21][CH:22]=[CH:23][CH:24]=1.C1(P(C2C=CC=CC=2)C2C=CC=CC=2)C=CC=CC=1.C(Br)(Br)(Br)[Br:45], predict the reaction product.